Dataset: NCI-60 drug combinations with 297,098 pairs across 59 cell lines. Task: Regression. Given two drug SMILES strings and cell line genomic features, predict the synergy score measuring deviation from expected non-interaction effect. (1) Drug 1: CC(CN1CC(=O)NC(=O)C1)N2CC(=O)NC(=O)C2. Drug 2: CN(CCCl)CCCl.Cl. Cell line: HL-60(TB). Synergy scores: CSS=84.6, Synergy_ZIP=8.40, Synergy_Bliss=9.67, Synergy_Loewe=8.21, Synergy_HSA=9.07. (2) Drug 1: CCCCCOC(=O)NC1=NC(=O)N(C=C1F)C2C(C(C(O2)C)O)O. Drug 2: C1CNP(=O)(OC1)N(CCCl)CCCl. Cell line: UACC62. Synergy scores: CSS=1.11, Synergy_ZIP=0.728, Synergy_Bliss=2.04, Synergy_Loewe=0.211, Synergy_HSA=0.335. (3) Drug 1: CC1=C(C(CCC1)(C)C)C=CC(=CC=CC(=CC(=O)O)C)C. Drug 2: CNC(=O)C1=NC=CC(=C1)OC2=CC=C(C=C2)NC(=O)NC3=CC(=C(C=C3)Cl)C(F)(F)F. Cell line: HCT-15. Synergy scores: CSS=0.273, Synergy_ZIP=9.67, Synergy_Bliss=3.75, Synergy_Loewe=2.66, Synergy_HSA=0.0809. (4) Drug 1: CC(C1=C(C=CC(=C1Cl)F)Cl)OC2=C(N=CC(=C2)C3=CN(N=C3)C4CCNCC4)N. Drug 2: C1=C(C(=O)NC(=O)N1)N(CCCl)CCCl. Cell line: COLO 205. Synergy scores: CSS=47.3, Synergy_ZIP=6.86, Synergy_Bliss=6.86, Synergy_Loewe=6.77, Synergy_HSA=7.24. (5) Drug 1: CCC1(CC2CC(C3=C(CCN(C2)C1)C4=CC=CC=C4N3)(C5=C(C=C6C(=C5)C78CCN9C7C(C=CC9)(C(C(C8N6C=O)(C(=O)OC)O)OC(=O)C)CC)OC)C(=O)OC)O.OS(=O)(=O)O. Drug 2: CC=C1C(=O)NC(C(=O)OC2CC(=O)NC(C(=O)NC(CSSCCC=C2)C(=O)N1)C(C)C)C(C)C. Cell line: PC-3. Synergy scores: CSS=23.7, Synergy_ZIP=-2.25, Synergy_Bliss=-0.162, Synergy_Loewe=-12.6, Synergy_HSA=-0.281.